Dataset: Full USPTO retrosynthesis dataset with 1.9M reactions from patents (1976-2016). Task: Predict the reactants needed to synthesize the given product. (1) Given the product [CH3:1][C:2]1([C:18]2[CH:23]=[CH:22][CH:21]=[C:20]([C:24]3[NH:25][N:26]=[N:27][CH:28]=3)[CH:19]=2)[CH:7]2[CH:3]1[CH2:4][N:5]([CH2:9][CH2:10][CH2:11][C:12]1[CH:17]=[CH:16][CH:15]=[CH:14][CH:13]=1)[C:6]2=[O:8], predict the reactants needed to synthesize it. The reactants are: [CH3:1][C:2]1([C:18]2[CH:23]=[CH:22][CH:21]=[C:20]([C:24]3[N:25]=[N:26][NH:27][C:28]=3[Si](C)(C)C)[CH:19]=2)[CH:7]2[CH:3]1[CH2:4][N:5]([CH2:9][CH2:10][CH2:11][C:12]1[CH:17]=[CH:16][CH:15]=[CH:14][CH:13]=1)[C:6]2=[O:8].[F-].[K+].S(=O)(=O)(O)O. (2) Given the product [Br:17][C:18]1[CH:19]=[C:20]([C:24]2([C:7]3[CH:8]=[C:9]([CH3:16])[C:10]([O:14][CH3:15])=[C:11]([F:13])[CH:12]=3)[C:32]3[C:33](=[N:34][CH:35]=[CH:36][CH:37]=3)[C:38]([NH2:39])=[N:25]2)[CH:21]=[CH:22][CH:23]=1, predict the reactants needed to synthesize it. The reactants are: C([Li])CCC.Br[C:7]1[CH:8]=[C:9]([CH3:16])[C:10]([O:14][CH3:15])=[C:11]([F:13])[CH:12]=1.[Br:17][C:18]1[CH:19]=[C:20]([C:24]([C:32]2[C:33]([C:38]#[N:39])=[N:34][CH:35]=[CH:36][CH:37]=2)=[N:25]S(C(C)(C)C)=O)[CH:21]=[CH:22][CH:23]=1.Cl.C([O-])(O)=O.[Na+].